From a dataset of Full USPTO retrosynthesis dataset with 1.9M reactions from patents (1976-2016). Predict the reactants needed to synthesize the given product. (1) Given the product [Cl:1][C:2]1[CH:7]=[CH:6][C:5]([S:8]([C:11]2([C:33]3[CH:38]=[C:37]([F:39])[CH:36]=[CH:35][C:34]=3[F:40])[CH2:16][CH2:15][CH:14]([NH:17][S:18]([N:21]3[CH2:25][CH2:24][C@@H:23]([OH:26])[CH2:22]3)(=[O:20])=[O:19])[CH2:13][CH2:12]2)(=[O:10])=[O:9])=[CH:4][CH:3]=1, predict the reactants needed to synthesize it. The reactants are: [Cl:1][C:2]1[CH:7]=[CH:6][C:5]([S:8]([C:11]2([C:33]3[CH:38]=[C:37]([F:39])[CH:36]=[CH:35][C:34]=3[F:40])[CH2:16][CH2:15][CH:14]([NH:17][S:18]([N:21]3[CH2:25][CH2:24][C@@H:23]([O:26]C(=O)C(C)(C)C)[CH2:22]3)(=[O:20])=[O:19])[CH2:13][CH2:12]2)(=[O:10])=[O:9])=[CH:4][CH:3]=1.CC(C[AlH]CC(C)C)C. (2) Given the product [OH:40][N:39]=[C:8]([C:6]1[CH:5]=[CH:4][N:3]=[C:2]([CH3:1])[CH:7]=1)[CH2:9][CH:10]([C:18]1[CH:23]=[CH:22][C:21]([C:24]2[CH:29]=[CH:28][C:27]([C:30]([NH:32][CH2:33][C:34]([OH:36])=[O:35])=[O:31])=[CH:26][CH:25]=2)=[CH:20][CH:19]=1)[C:11]1[CH:16]=[CH:15][CH:14]=[CH:13][C:12]=1[CH3:17], predict the reactants needed to synthesize it. The reactants are: [CH3:1][C:2]1[CH:7]=[C:6]([C:8](=O)[CH2:9][CH:10]([C:18]2[CH:23]=[CH:22][C:21]([C:24]3[CH:29]=[CH:28][C:27]([C:30]([NH:32][CH2:33][C:34]([OH:36])=[O:35])=[O:31])=[CH:26][CH:25]=3)=[CH:20][CH:19]=2)[C:11]2[CH:16]=[CH:15][CH:14]=[CH:13][C:12]=2[CH3:17])[CH:5]=[CH:4][N:3]=1.Cl.[NH2:39][OH:40].C([O-])(O)=O.[Na+]. (3) Given the product [NH:17]1[C:23]2[CH:24]=[CH:25][CH:26]=[CH:27][C:22]=2[CH2:21][N:20]([C:2]2[N:3]=[C:4]([NH:15][CH2:14][CH2:13][CH2:12][NH2:16])[C:5]3[S:10][CH:9]=[CH:8][C:6]=3[N:7]=2)[CH2:19][CH2:18]1, predict the reactants needed to synthesize it. The reactants are: Cl[C:2]1[N:3]=[C:4](Cl)[C:5]2[S:10][CH:9]=[CH:8][C:6]=2[N:7]=1.[CH2:12]([NH2:16])[CH2:13][CH2:14][NH2:15].[NH:17]1[C:23]2[CH:24]=[CH:25][CH:26]=[CH:27][C:22]=2[CH2:21][NH:20][CH2:19][CH2:18]1. (4) Given the product [CH2:13]([O:15][CH:16]([O:19][CH2:20][CH3:21])[CH2:17][NH:18][CH2:5][C:4]1[CH:7]=[CH:8][CH:9]=[C:10]([O:11][CH3:12])[C:3]=1[O:2][CH3:1])[CH3:14], predict the reactants needed to synthesize it. The reactants are: [CH3:1][O:2][C:3]1[C:10]([O:11][CH3:12])=[CH:9][CH:8]=[CH:7][C:4]=1[CH:5]=O.[CH2:13]([O:15][CH:16]([O:19][CH2:20][CH3:21])[CH2:17][NH2:18])[CH3:14].C(O)(=O)C.C([BH3-])#N.[Na+]. (5) Given the product [C:34]1([N:25]2[C:24]3[CH:23]=[CH:22][C:21]([C:17]4[CH:18]=[CH:19][C:20]5[N:8]([C:5]6[CH:6]=[CH:7][C:2]([C:55]7[CH:56]=[CH:57][C:58]8[N:46]([C:40]9[CH:45]=[CH:44][CH:43]=[CH:42][CH:41]=9)[C:47]9[C:52]([C:53]=8[CH:54]=7)=[CH:51][CH:50]=[CH:49][CH:48]=9)=[CH:3][CH:4]=6)[C:9]6[C:14]([C:15]=5[CH:16]=4)=[CH:13][CH:12]=[CH:11][CH:10]=6)=[CH:33][C:32]=3[C:31]3[C:26]2=[CH:27][CH:28]=[CH:29][CH:30]=3)[CH:39]=[CH:38][CH:37]=[CH:36][CH:35]=1, predict the reactants needed to synthesize it. The reactants are: Br[C:2]1[CH:7]=[CH:6][C:5]([N:8]2[C:20]3[CH:19]=[CH:18][C:17]([C:21]4[CH:22]=[CH:23][C:24]5[N:25]([C:34]6[CH:39]=[CH:38][CH:37]=[CH:36][CH:35]=6)[C:26]6[C:31]([C:32]=5[CH:33]=4)=[CH:30][CH:29]=[CH:28][CH:27]=6)=[CH:16][C:15]=3[C:14]3[C:9]2=[CH:10][CH:11]=[CH:12][CH:13]=3)=[CH:4][CH:3]=1.[C:40]1([N:46]2[C:58]3[CH:57]=[CH:56][C:55](B4OC(C)(C)C(C)(C)O4)=[CH:54][C:53]=3[C:52]3[C:47]2=[CH:48][CH:49]=[CH:50][CH:51]=3)[CH:45]=[CH:44][CH:43]=[CH:42][CH:41]=1.C(=O)([O-])[O-].[K+].[K+]. (6) Given the product [CH3:27][S:26][C:24]1[N:25]=[C:20]2[N:19]([CH2:28][O:29][CH2:30][CH2:31][Si:32]([CH3:35])([CH3:34])[CH3:33])[C:18]([C:36]3[CH:41]=[CH:40][C:39]([C:42]4([NH:46][C:47](=[O:53])[O:48][C:49]([CH3:52])([CH3:51])[CH3:50])[CH2:45][CH2:44][CH2:43]4)=[CH:38][CH:37]=3)=[C:17]([C:1]3[CH:6]=[CH:5][CH:4]=[CH:3][CH:2]=3)[C:21]2=[N:22][CH:23]=1, predict the reactants needed to synthesize it. The reactants are: [C:1]1(B(O)O)[CH:6]=[CH:5][CH:4]=[CH:3][CH:2]=1.C(=O)([O-])[O-].[K+].[K+].Br[C:17]1[C:21]2=[N:22][CH:23]=[C:24]([S:26][CH3:27])[N:25]=[C:20]2[N:19]([CH2:28][O:29][CH2:30][CH2:31][Si:32]([CH3:35])([CH3:34])[CH3:33])[C:18]=1[C:36]1[CH:41]=[CH:40][C:39]([C:42]2([NH:46][C:47](=[O:53])[O:48][C:49]([CH3:52])([CH3:51])[CH3:50])[CH2:45][CH2:44][CH2:43]2)=[CH:38][CH:37]=1.